This data is from Forward reaction prediction with 1.9M reactions from USPTO patents (1976-2016). The task is: Predict the product of the given reaction. (1) The product is: [CH2:20]([O:1][C:2]1[CH:11]=[CH:10][C:5]2[C:6]([CH3:9])=[N:7][O:8][C:4]=2[CH:3]=1)[CH:19]=[CH2:18]. Given the reactants [OH:1][C:2]1[CH:11]=[CH:10][C:5]2[C:6]([CH3:9])=[N:7][O:8][C:4]=2[CH:3]=1.C(=O)([O-])[O-].[K+].[K+].[CH2:18](Br)[CH:19]=[CH2:20].O, predict the reaction product. (2) Given the reactants C[O-].[Na+].C([O:6][C:7]([C:9]1[C:18](=[O:19])[C:17]2[C:12](=[N:13][C:14]([O:30][CH3:31])=[C:15]([CH2:20][CH2:21][C:22]3[CH:27]=[CH:26][C:25]([F:28])=[CH:24][C:23]=3[F:29])[CH:16]=2)[N:11]([C@H:32]([C:36](C)(C)[O:37][SiH2]C(C)(C)C)[CH:33]([CH3:35])[CH3:34])[CH:10]=1)=[O:8])C, predict the reaction product. The product is: [F:29][C:23]1[CH:24]=[C:25]([F:28])[CH:26]=[CH:27][C:22]=1[CH2:21][CH2:20][C:15]1[CH:16]=[C:17]2[C:12](=[N:13][C:14]=1[O:30][CH3:31])[N:11]([C@H:32]([CH2:36][OH:37])[CH:33]([CH3:34])[CH3:35])[CH:10]=[C:9]([C:7]([OH:8])=[O:6])[C:18]2=[O:19]. (3) Given the reactants [OH:1][C:2]1[CH:9]=[CH:8][CH:7]=[CH:6][C:3]=1[CH2:4][OH:5].N1C=CC=CC=1.[C:16](Cl)(=[O:18])[CH3:17].[Cl-].[NH4+], predict the reaction product. The product is: [C:16]([O:5][CH2:4][C:3]1[CH:6]=[CH:7][CH:8]=[CH:9][C:2]=1[OH:1])(=[O:18])[CH3:17]. (4) The product is: [ClH:1].[C:6](=[O:12])([O:7][CH2:8][CH2:15][CH2:14][NH:13][CH3:18])[O:5][CH2:2][CH3:20]. Given the reactants [Cl:1][C:2]([O:5][C:6](=[O:12])[O:7][C:8](Cl)(Cl)Cl)(Cl)Cl.[N:13]1[CH:18]=CC=[CH:15][CH:14]=1.O1CCC[CH2:20]1, predict the reaction product. (5) Given the reactants [N:1]1[CH:6]=[CH:5][CH:4]=[C:3]([C:7]2[C:8]3[CH:15]=[CH:14][C:13]([OH:16])=[CH:12][C:9]=3[S:10][CH:11]=2)[CH:2]=1.[CH:17]1(Br)[CH2:21][CH2:20][CH2:19][CH2:18]1.C(=O)([O-])[O-].[K+].[K+].CCCCCC, predict the reaction product. The product is: [CH:17]1([O:16][C:13]2[CH:14]=[CH:15][C:8]3[C:7]([C:3]4[CH:2]=[N:1][CH:6]=[CH:5][CH:4]=4)=[CH:11][S:10][C:9]=3[CH:12]=2)[CH2:21][CH2:20][CH2:19][CH2:18]1. (6) The product is: [CH2:26]([S:23]([C:20]1[CH:19]=[CH:18][C:17]([CH2:16][C:8]2[C:9]3[C:14](=[CH:13][CH:12]=[C:11]([F:15])[CH:10]=3)[N:6]([CH2:5][C:4]([OH:34])=[O:3])[C:7]=2[CH3:33])=[CH:22][CH:21]=1)(=[O:25])=[O:24])[C:27]1[CH:28]=[CH:29][CH:30]=[CH:31][CH:32]=1. Given the reactants C([O:3][C:4](=[O:34])[CH2:5][N:6]1[C:14]2[C:9](=[CH:10][C:11]([F:15])=[CH:12][CH:13]=2)[C:8]([CH2:16][C:17]2[CH:22]=[CH:21][C:20]([S:23]([CH2:26][C:27]3[CH:32]=[CH:31][CH:30]=[CH:29][CH:28]=3)(=[O:25])=[O:24])=[CH:19][CH:18]=2)=[C:7]1[CH3:33])C.[OH-].[K+], predict the reaction product. (7) The product is: [NH2:1][C:2]1[C:7]([N+:8]([O-:10])=[O:9])=[CH:6][C:5]([S:11]([OH:14])(=[O:13])=[O:12])=[C:4]([NH2:15])[N:3]=1.[NH2:15][C:4]1[C:5]([S:11]([OH:14])(=[O:12])=[O:13])=[CH:6][CH:7]=[C:2]([NH2:1])[N:3]=1. Given the reactants [NH2:1][C:2]1[C:7]([N+:8]([O-:10])=[O:9])=[CH:6][C:5]([S:11]([OH:14])(=[O:13])=[O:12])=[C:4]([NH2:15])[N:3]=1.NC1C(N)=C([N+]([O-])=O)C([N+]([O-])=O)=NC=1.NC1C=CC=C(N)N=1.S(O)(O)(=O)=O.NC1C=CC=C(N)N=1.NC1C=CC=C(N)N=1, predict the reaction product.